Dataset: Full USPTO retrosynthesis dataset with 1.9M reactions from patents (1976-2016). Task: Predict the reactants needed to synthesize the given product. (1) Given the product [CH:1]1([CH2:4][N:5]2[C:9]([CH3:10])=[C:8]([CH2:11][C:12]3[CH:17]=[CH:16][C:15]([O:18][CH:19]([CH3:21])[CH3:20])=[CH:14][CH:13]=3)[C:7]([O:22][C@@H:23]3[O:31][C@H:30]([CH2:32][O:33][C:35]([O:37][CH2:38][CH3:39])=[O:36])[C@@H:28]([OH:29])[C@H:26]([OH:27])[C@H:24]3[OH:25])=[N:6]2)[CH2:3][CH2:2]1, predict the reactants needed to synthesize it. The reactants are: [CH:1]1([CH2:4][N:5]2[C:9]([CH3:10])=[C:8]([CH2:11][C:12]3[CH:17]=[CH:16][C:15]([O:18][CH:19]([CH3:21])[CH3:20])=[CH:14][CH:13]=3)[C:7]([O:22][C@@H:23]3[O:31][C@H:30]([CH2:32][OH:33])[C@@H:28]([OH:29])[C@H:26]([OH:27])[C@H:24]3[OH:25])=[N:6]2)[CH2:3][CH2:2]1.Cl[C:35]([O:37][CH2:38][CH3:39])=[O:36].O.C(O)(=O)CC(CC(O)=O)(C(O)=O)O.O. (2) Given the product [F:1][C:2]([F:12])([F:13])[C@H:3]1[CH2:4][CH2:5][C@H:6]([CH2:9][OH:10])[CH2:7][CH2:8]1, predict the reactants needed to synthesize it. The reactants are: [F:1][C:2]([F:13])([F:12])[C@H:3]1[CH2:8][CH2:7][C@H:6]([C:9](O)=[O:10])[CH2:5][CH2:4]1. (3) Given the product [ClH:21].[O:1]([C:8]1[CH:9]=[C:10]([CH:13]=[CH:14][CH:15]=1)[CH:11]=[N:20][NH:19][C:16]([NH2:18])=[NH:17])[C:2]1[CH:7]=[CH:6][CH:5]=[CH:4][CH:3]=1, predict the reactants needed to synthesize it. The reactants are: [O:1]([C:8]1[CH:9]=[C:10]([CH:13]=[CH:14][CH:15]=1)[CH:11]=O)[C:2]1[CH:7]=[CH:6][CH:5]=[CH:4][CH:3]=1.[C:16]([NH:19][NH2:20])([NH2:18])=[NH:17].[ClH:21]. (4) Given the product [CH2:30]([C:23]1[CH:24]=[CH:25][CH:26]=[C:27]([CH2:28][CH3:29])[C:22]=1[C:4]1[N:5]=[C:6]([CH2:21][NH:35][C:33](=[O:34])[CH3:32])[C:7]([CH2:8][N:9]([CH3:20])[C@@H:10]2[C:19]3[C:14](=[CH:15][CH:16]=[CH:17][CH:18]=3)[CH2:13][CH2:12][CH2:11]2)=[C:2]([CH3:41])[N:3]=1)[CH3:31], predict the reactants needed to synthesize it. The reactants are: Cl[C:2]1[C:7]([CH2:8][N:9]([CH3:20])[C@@H:10]2[C:19]3[C:14](=[CH:15][CH:16]=[CH:17][CH:18]=3)[CH2:13][CH2:12][CH2:11]2)=[C:6]([CH3:21])[N:5]=[C:4]([C:22]2[C:27]([CH2:28][CH3:29])=[CH:26][CH:25]=[CH:24][C:23]=2[CH2:30][CH3:31])[N:3]=1.[CH3:32][C:33]([N:35](C)C)=[O:34].[C-]#N.[K+].[C:41]([O-])(O)=O.[Na+]. (5) The reactants are: [F:1][C:2]1[C:7]([OH:8])=[CH:6][CH:5]=[CH:4][C:3]=1[CH2:9][NH:10][C:11]([C:13]1[CH:14]=[C:15]2[C:20](=[CH:21][CH:22]=1)[N:19]=[CH:18][CH:17]=[CH:16]2)=[O:12].Br[CH2:24][C:25]#[C:26][CH2:27][CH3:28].CN(C=O)C.C(=O)([O-])[O-].[Cs+].[Cs+]. Given the product [F:1][C:2]1[C:7]([O:8][CH2:24][C:25]#[C:26][CH2:27][CH3:28])=[CH:6][CH:5]=[CH:4][C:3]=1[CH2:9][NH:10][C:11]([C:13]1[CH:14]=[C:15]2[C:20](=[CH:21][CH:22]=1)[N:19]=[CH:18][CH:17]=[CH:16]2)=[O:12], predict the reactants needed to synthesize it. (6) The reactants are: O[C:2]1[N:12]=[CH:11][C:10]2[C:9](=[O:13])[N:8]3[CH2:14][C@H:15]([C:18]([O:20][CH3:21])=[O:19])[CH2:16][CH2:17][C@H:7]3[CH2:6][CH2:5][C:4]=2[CH:3]=1.O=P(Cl)(Cl)[Cl:24]. Given the product [Cl:24][C:2]1[N:12]=[CH:11][C:10]2[C:9](=[O:13])[N:8]3[CH2:14][C@H:15]([C:18]([O:20][CH3:21])=[O:19])[CH2:16][CH2:17][C@H:7]3[CH2:6][CH2:5][C:4]=2[CH:3]=1, predict the reactants needed to synthesize it. (7) The reactants are: [F:1][C:2]1[CH:16]=[CH:15][CH:14]=[C:13]([F:17])[C:3]=1[CH2:4][O:5][C:6]1[C:7]([NH2:12])=[N:8][CH:9]=[CH:10][CH:11]=1.S(=O)(=O)(O)O.[Br:23]Br. Given the product [Br:23][C:10]1[CH:11]=[C:6]([O:5][CH2:4][C:3]2[C:13]([F:17])=[CH:14][CH:15]=[CH:16][C:2]=2[F:1])[C:7]([NH2:12])=[N:8][CH:9]=1, predict the reactants needed to synthesize it. (8) Given the product [C:1]([O:5][C:6]([N:8]1[CH:17]([C@H:18]([OH:25])[C:19]2[CH:20]=[CH:21][CH:22]=[CH:23][CH:24]=2)[CH2:16][C:11](=[O:12])[CH2:10][CH:9]1[CH2:26][CH3:27])=[O:7])([CH3:4])([CH3:3])[CH3:2], predict the reactants needed to synthesize it. The reactants are: [C:1]([O:5][C:6]([N:8]1[CH:17]([C@H:18]([OH:25])[C:19]2[CH:24]=[CH:23][CH:22]=[CH:21][CH:20]=2)[CH2:16][C:11]2(OCC[O:12]2)[CH2:10][CH:9]1[CH2:26][CH3:27])=[O:7])([CH3:4])([CH3:3])[CH3:2].O.C1(C)C=CC(S(O)(=O)=O)=CC=1.C([O-])(O)=O.[Na+]. (9) Given the product [Cl:52][C:45]1[CH:46]=[CH:9][C:8]2[C:7](=[CH:6][CH:5]=[C:11]([O:42][P:29](=[N:12][C@@H:13]([CH:26]([CH3:28])[CH3:27])[C:14]([O:16][CH2:17][C:18]3[CH:23]=[CH:22][C:21]([F:24])=[CH:20][C:19]=3[F:25])=[O:15])=[O:30])[CH:10]=2)[N:47]=1, predict the reactants needed to synthesize it. The reactants are: S([C:5]1[CH:11]=[CH:10][C:8]([CH3:9])=[CH:7][CH:6]=1)([O-])(=O)=O.[NH2:12][C@@H:13]([CH:26]([CH3:28])[CH3:27])[C:14]([O:16][CH2:17][C:18]1[CH:23]=[CH:22][C:21]([F:24])=[CH:20][C:19]=1[F:25])=[O:15].[P:29](Cl)(Cl)(=[O:42])[O:30]OC1C=C2C(=CC=1)N=CC=C2.[CH2:45]([N:47](CC)CC)[CH3:46].[Cl:52]CCl.